The task is: Predict the reactants needed to synthesize the given product.. This data is from Full USPTO retrosynthesis dataset with 1.9M reactions from patents (1976-2016). (1) Given the product [F:18][C:19]([F:28])([F:29])[O:20][C:21]1[CH:22]=[CH:23][C:24]([NH:25][C:13]2[N:12]=[C:11]([C:7]3[CH:6]=[C:5]([NH:4][C:1](=[O:3])[CH3:2])[CH:10]=[CH:9][CH:8]=3)[CH:16]=[N:15][CH:14]=2)=[CH:26][CH:27]=1, predict the reactants needed to synthesize it. The reactants are: [C:1]([NH:4][C:5]1[CH:6]=[C:7]([C:11]2[CH:16]=[N:15][CH:14]=[C:13](Cl)[N:12]=2)[CH:8]=[CH:9][CH:10]=1)(=[O:3])[CH3:2].[F:18][C:19]([F:29])([F:28])[O:20][C:21]1[CH:27]=[CH:26][C:24]([NH2:25])=[CH:23][CH:22]=1.C1C=CC(P(C2C(C3C(P(C4C=CC=CC=4)C4C=CC=CC=4)=CC=C4C=3C=CC=C4)=C3C(C=CC=C3)=CC=2)C2C=CC=CC=2)=CC=1.CC(C)([O-])C.[Na+]. (2) Given the product [Cl:38][C:39]1[CH:44]=[CH:43][C:42]([C:45]2[N:49]([CH2:74][C:75]3[CH:82]=[CH:81][C:78]([C:79]#[N:80])=[C:77]([F:83])[CH:76]=3)[C:48]3[CH:60]=[C:61]([F:65])[C:62]([F:64])=[CH:63][C:47]=3[N:46]=2)=[C:41]([O:66][CH3:67])[CH:40]=1, predict the reactants needed to synthesize it. The reactants are: ClC1C=CC(C2N(CC3C=CC(CCC(O)=O)=CC=3)C3C=C(F)C(F)=CC=3N=2)=C(OCC2CCCC2)C=1.[Cl:38][C:39]1[CH:44]=[CH:43][C:42]([C:45]2[N:49](CC3C=C(C=CC=3)C(O)=O)[C:48]3[CH:60]=[C:61]([F:65])[C:62]([F:64])=[CH:63][C:47]=3[N:46]=2)=[C:41]([O:66][CH2:67]C2CCCC2)[CH:40]=1.Br[CH2:74][C:75]1[CH:82]=[CH:81][C:78]([C:79]#[N:80])=[C:77]([F:83])[CH:76]=1. (3) Given the product [F:1][C:2]1[CH:7]=[CH:6][C:5]([O:8][C:9](=[O:25])[N:10]([C@H:12]2[C@H:16]([C:17]3[CH:22]=[CH:21][C:20]([Cl:23])=[CH:19][CH:18]=3)[CH2:15][N:14]([C:33]([CH:30]3[CH2:31][CH2:32][S:27](=[O:36])(=[O:26])[CH2:28][CH2:29]3)=[O:34])[CH2:13]2)[CH3:11])=[CH:4][CH:3]=1, predict the reactants needed to synthesize it. The reactants are: [F:1][C:2]1[CH:7]=[CH:6][C:5]([O:8][C:9](=[O:25])[N:10]([C@H:12]2[C@H:16]([C:17]3[CH:22]=[CH:21][C:20]([Cl:23])=[C:19](Cl)[CH:18]=3)[CH2:15][NH:14][CH2:13]2)[CH3:11])=[CH:4][CH:3]=1.[O:26]=[S:27]1(=[O:36])[CH2:32][CH2:31][CH:30]([C:33](O)=[O:34])[CH2:29][CH2:28]1. (4) Given the product [CH3:1][S:2]([C:5]1[CH:10]=[CH:9][C:8]([N:11]2[CH:16]=[CH:15][C:14]([O:17][CH:18]3[CH2:19][C@@H:20]4[N:21]([C:24]([O:35][CH2:34][C:33]([F:37])([F:36])[F:32])=[O:26])[C@H:22]([CH2:39][CH2:40]4)[CH2:23]3)=[CH:13][C:12]2=[O:31])=[CH:7][CH:6]=1)(=[O:3])=[O:4], predict the reactants needed to synthesize it. The reactants are: [CH3:1][S:2]([C:5]1[CH:10]=[CH:9][C:8]([N:11]2[CH:16]=[CH:15][C:14]([O:17][CH:18]3[CH2:23][CH2:22][N:21]([C:24]([O:26]C(C)(C)C)=O)[CH2:20][CH2:19]3)=[CH:13][C:12]2=[O:31])=[CH:7][CH:6]=1)(=[O:4])=[O:3].[F:32][C:33]([F:37])([F:36])[CH2:34][OH:35].F[C:39](F)(F)[CH:40](O)C. (5) Given the product [CH3:39][S:40]([OH:43])(=[O:42])=[O:41].[CH:4]1([C:10]2[C:18]3[C:17](=[O:19])[NH:16][C:15]([C:20]4[CH:25]=[CH:24][C:23]([S:26]([N:29]([CH2:31][CH2:32][N:33]([CH3:34])[CH3:35])[CH3:30])(=[O:28])=[O:27])=[CH:22][C:21]=4[O:36][CH3:37])=[N:14][C:13]=3[N:12]([CH3:38])[N:11]=2)[CH2:5][CH2:6][CH2:7][CH2:8][CH2:9]1, predict the reactants needed to synthesize it. The reactants are: C(O)C.[CH:4]1([C:10]2[C:18]3[C:17](=[O:19])[NH:16][C:15]([C:20]4[CH:25]=[CH:24][C:23]([S:26]([N:29]([CH2:31][CH2:32][N:33]([CH3:35])[CH3:34])[CH3:30])(=[O:28])=[O:27])=[CH:22][C:21]=4[O:36][CH3:37])=[N:14][C:13]=3[N:12]([CH3:38])[N:11]=2)[CH2:9][CH2:8][CH2:7][CH2:6][CH2:5]1.[CH3:39][S:40]([OH:43])(=[O:42])=[O:41]. (6) Given the product [C:12]([N:15]1[C:23]2[C:18](=[CH:19][CH:20]=[CH:21][C:22]=2[NH:24][C:27](=[O:29])[CH:26]=[N:2][OH:3])[CH2:17][CH2:16]1)(=[O:14])[CH3:13], predict the reactants needed to synthesize it. The reactants are: Cl.[NH2:2][OH:3].S([O-])([O-])(=O)=O.[Na+].[Na+].Cl.[C:12]([N:15]1[C:23]2[C:18](=[CH:19][CH:20]=[CH:21][C:22]=2[NH2:24])[CH2:17][CH2:16]1)(=[O:14])[CH3:13].Cl[C:26](Cl)(Cl)[CH:27]([OH:29])O. (7) Given the product [C:12]([O:18][CH2:19][CH2:20][CH2:21][N:22]1[C:34]2[C:33]3[CH:32]=[CH:31][CH:30]=[CH:29][C:28]=3[N+:27]([O-:6])=[CH:26][C:25]=2[N:24]=[C:23]1[CH2:35][CH2:36][CH2:37][CH3:38])(=[O:17])[CH2:13][CH2:14][CH2:15][CH3:16], predict the reactants needed to synthesize it. The reactants are: ClC1C=C(C=CC=1)C(OO)=[O:6].[C:12]([O:18][CH2:19][CH2:20][CH2:21][N:22]1[C:34]2[C:33]3[CH:32]=[CH:31][CH:30]=[CH:29][C:28]=3[N:27]=[CH:26][C:25]=2[N:24]=[C:23]1[CH2:35][CH2:36][CH2:37][CH3:38])(=[O:17])[CH2:13][CH2:14][CH2:15][CH3:16]. (8) Given the product [CH3:31][N:32]([CH3:42])[C:33]1[N:38]=[CH:37][C:36]([C:2]2[N:11]=[C:10]([NH:12][CH2:13][CH:14]([C:21]3[CH:26]=[CH:25][CH:24]=[CH:23][CH:22]=3)[C:15]3[CH:20]=[CH:19][CH:18]=[CH:17][CH:16]=3)[C:9]3[C:4](=[CH:5][C:6]([O:29][CH3:30])=[C:7]([O:27][CH3:28])[CH:8]=3)[N:3]=2)=[CH:35][N:34]=1, predict the reactants needed to synthesize it. The reactants are: Cl[C:2]1[N:11]=[C:10]([NH:12][CH2:13][CH:14]([C:21]2[CH:26]=[CH:25][CH:24]=[CH:23][CH:22]=2)[C:15]2[CH:20]=[CH:19][CH:18]=[CH:17][CH:16]=2)[C:9]2[C:4](=[CH:5][C:6]([O:29][CH3:30])=[C:7]([O:27][CH3:28])[CH:8]=2)[N:3]=1.[CH3:31][N:32]([CH3:42])[C:33]1[N:38]=[CH:37][C:36](B(O)O)=[CH:35][N:34]=1.C(NC1C2C(=CC=CC=2)N=C(C2SC3C=CC=CC=3C=2)N=1)(C1C=CC=CC=1)C1C=CC=CC=1. (9) Given the product [Br:1][C:2]1[CH:10]=[C:9]([CH:8]=[C:4]([C:5](=[O:7])[NH:47][C@@H:45]([C:39]2[CH:44]=[CH:43][CH:42]=[CH:41][CH:40]=2)[CH3:46])[CH:3]=1)[C:11]([O:13][CH3:14])=[O:12], predict the reactants needed to synthesize it. The reactants are: [Br:1][C:2]1[CH:3]=[C:4]([CH:8]=[C:9]([C:11]([O:13][CH3:14])=[O:12])[CH:10]=1)[C:5]([OH:7])=O.CN(C(ON1N=NC2C=CC=NC1=2)=[N+](C)C)C.F[P-](F)(F)(F)(F)F.[C:39]1([C@H:45]([NH2:47])[CH3:46])[CH:44]=[CH:43][CH:42]=[CH:41][CH:40]=1. (10) Given the product [CH2:18]([N:15]1[C:16]2[CH:17]=[C:9]3[NH:8][C:7]([C:3]4[C:2]([NH:1][S:25]([CH3:24])(=[O:27])=[O:26])=[CH:6][NH:5][N:4]=4)=[N:23][C:10]3=[CH:11][C:12]=2[C:13]([CH3:22])([CH3:21])[C:14]1=[O:20])[CH3:19], predict the reactants needed to synthesize it. The reactants are: [NH2:1][C:2]1[C:3]([C:7]2[NH:23][C:10]3=[CH:11][C:12]4[C:13]([CH3:22])([CH3:21])[C:14](=[O:20])[N:15]([CH2:18][CH3:19])[C:16]=4[CH:17]=[C:9]3[N:8]=2)=[N:4][NH:5][CH:6]=1.[CH3:24][S:25](Cl)(=[O:27])=[O:26].